Dataset: Catalyst prediction with 721,799 reactions and 888 catalyst types from USPTO. Task: Predict which catalyst facilitates the given reaction. (1) Reactant: C(OC(=O)[NH:7][CH:8]([CH2:26][C:27]1[CH:32]=[CH:31][C:30]([Cl:33])=[CH:29][CH:28]=1)[C:9](=[O:25])[N:10]1[CH2:15][CH2:14][N:13]([C:16]2[CH:21]=[CH:20][N:19]=[C:18]3[CH:22]=[CH:23][NH:24][C:17]=23)[CH2:12][CH2:11]1)(C)(C)C.Cl. Product: [NH2:7][CH:8]([CH2:26][C:27]1[CH:28]=[CH:29][C:30]([Cl:33])=[CH:31][CH:32]=1)[C:9]([N:10]1[CH2:15][CH2:14][N:13]([C:16]2[CH:21]=[CH:20][N:19]=[C:18]3[CH:22]=[CH:23][NH:24][C:17]=23)[CH2:12][CH2:11]1)=[O:25]. The catalyst class is: 135. (2) Reactant: N[C:2]1[C:10]([Cl:11])=[CH:9][C:5]([C:6]([OH:8])=[O:7])=[C:4]([O:12][CH3:13])[CH:3]=1.Cl.N([O-])=O.[Na+].[Cu](C#N)[C:20]#[N:21].[C-]#N.[Na+]. Product: [Cl:11][C:10]1[C:2]([C:20]#[N:21])=[CH:3][C:4]([O:12][CH3:13])=[C:5]([CH:9]=1)[C:6]([OH:8])=[O:7]. The catalyst class is: 69. (3) Reactant: Cl[C:2]1[C:11]2[C:6](=[CH:7][CH:8]=[CH:9][CH:10]=2)[N:5]=[C:4]([C:12]2[CH:17]=[CH:16][CH:15]=[CH:14][C:13]=2[OH:18])[N:3]=1.[NH:19]1[CH2:24][CH2:23][NH:22][CH2:21][CH2:20]1.C(N(CC)CC)C. Product: [N:19]1([C:2]2[C:11]3[C:6](=[CH:7][CH:8]=[CH:9][CH:10]=3)[N:5]=[C:4]([C:12]3[CH:17]=[CH:16][CH:15]=[CH:14][C:13]=3[OH:18])[N:3]=2)[CH2:24][CH2:23][NH:22][CH2:21][CH2:20]1. The catalyst class is: 2. (4) Reactant: [ClH:1].Cl.[NH2:3][CH:4]1[CH2:9][CH2:8][N:7]([CH2:10][CH2:11][N:12]2[C:21]3[C:16](=[N:17][CH:18]=[C:19]([F:22])[CH:20]=3)[CH:15]=[CH:14][C:13]2=[O:23])[CH2:6][CH2:5]1.C([N:26]([CH2:29][CH3:30])[CH2:27][CH3:28])C.N1[C:36]2[O:37]CCO[C:35]=2[CH:34]=[C:33]([CH:41]=O)N=1.[BH-](OC(C)=O)(OC(C)=O)OC(C)=O.[Na+].C([O-])(O)=O.[Na+]. Product: [ClH:1].[O:37]1[C:30]2=[CH:29][N:26]=[C:27]([CH2:28][NH:3][CH:4]3[CH2:5][CH2:6][N:7]([CH2:10][CH2:11][N:12]4[C:21]5[C:16](=[N:17][CH:18]=[C:19]([F:22])[CH:20]=5)[CH:15]=[CH:14][C:13]4=[O:23])[CH2:8][CH2:9]3)[CH:41]=[C:33]2[CH2:34][CH2:35][CH2:36]1. The catalyst class is: 147. (5) Reactant: [Si]([O:8][CH2:9][C@@H:10]([N:19]1[CH:24]=[CH:23][C:22]([C:25]2[CH:30]=[CH:29][N:28]=[C:27]([NH:31][CH:32]3[CH2:37][CH2:36][O:35][CH2:34][CH2:33]3)[N:26]=2)=[CH:21][C:20]1=[O:38])[C:11]1[CH:16]=[CH:15][C:14]([Cl:17])=[C:13]([F:18])[CH:12]=1)(C(C)(C)C)(C)C.[F-].C([N+](CCCC)(CCCC)CCCC)CCC. Product: [Cl:17][C:14]1[CH:15]=[CH:16][C:11]([C@H:10]([N:19]2[CH:24]=[CH:23][C:22]([C:25]3[CH:30]=[CH:29][N:28]=[C:27]([NH:31][CH:32]4[CH2:37][CH2:36][O:35][CH2:34][CH2:33]4)[N:26]=3)=[CH:21][C:20]2=[O:38])[CH2:9][OH:8])=[CH:12][C:13]=1[F:18]. The catalyst class is: 1. (6) Reactant: [C:1]([O:9][CH2:10][CH3:11])(=[O:8])[CH2:2][C:3]([O:5][CH2:6][CH3:7])=[O:4].[C:12](OCC)(=[O:15])[CH:13]=[CH2:14].[CH3:19]C(C)([O-])C.[K+].Cl.[CH3:26][CH2:27][O:28][C:29]([CH3:31])=[O:30]. Product: [OH:15][C:12]1[CH2:13][CH2:14][C:2]([C:3]([O:5][CH2:6][CH3:7])=[O:4])([C:1]([O:9][CH2:10][CH3:11])=[O:8])[CH2:19][C:31]=1[C:29]([O:28][CH2:27][CH3:26])=[O:30]. The catalyst class is: 598. (7) Reactant: [CH3:1][C:2]1[CH:7]=[CH:6][C:5]([NH:8][C:9]([C:11]2[CH:12]=[C:13]([N:23]3[CH2:28][CH2:27][N:26](C(OC(C)(C)C)=O)[CH2:25][CH2:24]3)[CH:14]=[C:15]([S:17]([F:22])([F:21])([F:20])([F:19])[F:18])[CH:16]=2)=[O:10])=[CH:4][C:3]=1[N:36]1[C:43]2[N:39]([N:40]=[C:41]([C:44]3[CH:45]=[N:46][NH:47][CH:48]=3)[CH:42]=2)[CH:38]=[CH:37]1.FC(F)(F)C(O)=O. Product: [CH3:1][C:2]1[CH:7]=[CH:6][C:5]([NH:8][C:9](=[O:10])[C:11]2[CH:12]=[C:13]([N:23]3[CH2:28][CH2:27][NH:26][CH2:25][CH2:24]3)[CH:14]=[C:15]([S:17]([F:20])([F:22])([F:21])([F:18])[F:19])[CH:16]=2)=[CH:4][C:3]=1[N:36]1[C:43]2[N:39]([N:40]=[C:41]([C:44]3[CH:45]=[N:46][NH:47][CH:48]=3)[CH:42]=2)[CH:38]=[CH:37]1. The catalyst class is: 2.